From a dataset of Catalyst prediction with 721,799 reactions and 888 catalyst types from USPTO. Predict which catalyst facilitates the given reaction. (1) Reactant: [CH2:1]([O:3][C:4]1[CH:5]=[C:6]2[C:11](=[CH:12][C:13]=1[O:14][CH3:15])[N:10]=[CH:9][N:8]=[C:7]2[O:16][C:17]1[CH:18]=[C:19]([CH:21]=[CH:22][CH:23]=1)[NH2:20])[CH3:2].[F:24][C:25]([F:45])([F:44])[C:26]([C:29]1[O:33][N:32]=[C:31]([NH:34][C:35](=O)[O:36]C2C=CC=CC=2)[CH:30]=1)([CH3:28])[CH3:27]. Product: [CH2:1]([O:3][C:4]1[CH:5]=[C:6]2[C:11](=[CH:12][C:13]=1[O:14][CH3:15])[N:10]=[CH:9][N:8]=[C:7]2[O:16][C:17]1[CH:18]=[C:19]([NH:20][C:35]([NH:34][C:31]2[CH:30]=[C:29]([C:26]([CH3:28])([CH3:27])[C:25]([F:45])([F:44])[F:24])[O:33][N:32]=2)=[O:36])[CH:21]=[CH:22][CH:23]=1)[CH3:2]. The catalyst class is: 527. (2) Product: [C:3]([C:7]1[C:17]([CH2:18][C:19]2[N:24]=[C:23]([C:25]([OH:27])=[O:26])[CH:22]=[CH:21][CH:20]=2)=[C:10]2[CH:11]=[CH:12][C:13]([O:15][CH3:16])=[CH:14][N:9]2[N:8]=1)([CH3:6])([CH3:4])[CH3:5]. Reactant: [OH-].[K+].[C:3]([C:7]1[C:17]([CH2:18][C:19]2[N:24]=[C:23]([C:25]([O:27]C)=[O:26])[CH:22]=[CH:21][CH:20]=2)=[C:10]2[CH:11]=[CH:12][C:13]([O:15][CH3:16])=[CH:14][N:9]2[N:8]=1)([CH3:6])([CH3:5])[CH3:4].Cl. The catalyst class is: 5. (3) Reactant: Br[C:2]1[CH:3]=[C:4]([C:8]2[C:12]([C:13]3[CH:18]=[CH:17][N:16]=[CH:15][CH:14]=3)=[CH:11][N:10]([CH2:19][C:20]3[CH:25]=[CH:24][C:23]([O:26][CH3:27])=[CH:22][CH:21]=3)[N:9]=2)[CH:5]=[CH:6][CH:7]=1.C1(P(C2C=CC=CC=2)C2C=CC3C(=CC=CC=3)C=2C2C3C(=CC=CC=3)C=CC=2P(C2C=CC=CC=2)C2C=CC=CC=2)C=CC=CC=1.CC(C)([O-])C.[Na+].[C:80](=[NH:93])([C:87]1[CH:92]=[CH:91][CH:90]=[CH:89][CH:88]=1)[C:81]1[CH:86]=[CH:85][CH:84]=[CH:83][CH:82]=1. Product: [C:87]1([C:80]([C:81]2[CH:82]=[CH:83][CH:84]=[CH:85][CH:86]=2)=[N:93][C:2]2[CH:7]=[CH:6][CH:5]=[C:4]([C:8]3[C:12]([C:13]4[CH:18]=[CH:17][N:16]=[CH:15][CH:14]=4)=[CH:11][N:10]([CH2:19][C:20]4[CH:25]=[CH:24][C:23]([O:26][CH3:27])=[CH:22][CH:21]=4)[N:9]=3)[CH:3]=2)[CH:88]=[CH:89][CH:90]=[CH:91][CH:92]=1. The catalyst class is: 101. (4) Reactant: CC1(C)CO[CH:5]([C:8]2[CH:13]=[CH:12][C:11]([OH:14])=[C:10]([O:15][CH2:16][CH2:17][CH3:18])[CH:9]=2)[O:4]C1.C1(C)C=CC=CC=1. Product: [OH:14][C:11]1[CH:12]=[CH:13][C:8]([CH:5]=[O:4])=[CH:9][C:10]=1[O:15][CH2:16][CH2:17][CH3:18]. The catalyst class is: 106. (5) Reactant: C([O:8][C:9]1[CH:14]=[C:13]([CH2:15][CH2:16][CH2:17][CH2:18][S:19](CC2C=CC=CC=2)(=[O:21])=[O:20])[CH:12]=[CH:11][C:10]=1[N:29]1[S:33](=[O:35])(=[O:34])[NH:32][C:31](=[O:36])[CH2:30]1)C1C=CC=CC=1.O. Product: [OH:8][C:9]1[CH:14]=[C:13]([CH2:15][CH2:16][CH2:17][CH2:18][S:19]([OH:21])=[O:20])[CH:12]=[CH:11][C:10]=1[N:29]1[CH2:30][C:31](=[O:36])[NH:32][S:33]1(=[O:35])=[O:34]. The catalyst class is: 50. (6) Reactant: O.[O:2]1[CH2:7][CH2:6][CH2:5][O:4][CH:3]1[C:8]1[CH:13]=[CH:12][C:11]([C:14]2[S:15][C:16]3[C:21]([N:22]=2)=[CH:20][CH:19]=[C:18]([C:23]2([C:29]4[CH:34]=[CH:33][CH:32]=[CH:31][CH:30]=4)[CH2:28][CH2:27][CH:26]=[CH:25][CH2:24]2)[N:17]=3)=[C:10]([F:35])[CH:9]=1. Product: [O:4]1[CH2:5][CH2:6][CH2:7][O:2][CH:3]1[C:8]1[CH:13]=[CH:12][C:11]([C:14]2[S:15][C:16]3[C:21]([N:22]=2)=[CH:20][CH:19]=[C:18]([C:23]2([C:29]4[CH:30]=[CH:31][CH:32]=[CH:33][CH:34]=4)[CH2:24][CH2:25][CH2:26][CH2:27][CH2:28]2)[N:17]=3)=[C:10]([F:35])[CH:9]=1. The catalyst class is: 354.